Dataset: Full USPTO retrosynthesis dataset with 1.9M reactions from patents (1976-2016). Task: Predict the reactants needed to synthesize the given product. (1) The reactants are: C1(N)CCC1.[Cl-:6].[N+](C1C=[C:14]([N+]([O-])=O)[CH:13]=[CH:12][C:11]=1[N+:19]1[CH:24]=[CH:23][CH:22]=[C:21]([CH3:25])[CH:20]=1)([O-])=O. Given the product [Cl-:6].[CH:11]1([N+:19]2[CH:24]=[CH:23][CH:22]=[C:21]([CH3:25])[CH:20]=2)[CH2:12][CH2:13][CH2:14]1, predict the reactants needed to synthesize it. (2) Given the product [Br:1][C:2]1[CH:7]=[C:6]([N+:8]([O-:10])=[O:9])[CH:5]=[CH:4][C:3]=1[CH:11]([OH:14])[CH2:12][NH:15][CH2:16][CH2:17][OH:18], predict the reactants needed to synthesize it. The reactants are: [Br:1][C:2]1[CH:7]=[C:6]([N+:8]([O-:10])=[O:9])[CH:5]=[CH:4][C:3]=1[CH:11]([OH:14])[CH2:12]Cl.[NH2:15][CH2:16][CH2:17][OH:18]. (3) The reactants are: [OH:1][C:2]1[CH:22]=[C:21]([OH:23])[CH:20]=[CH:19][C:3]=1[C:4]([NH:6][CH2:7][C:8]1N[CH:10]=[C:11]([C:13]2[CH:18]=[CH:17][N:16]=[CH:15][CH:14]=2)[N:12]=1)=[O:5].N1C=CC(C2N=C(CN)[O:33]C=2)=CC=1.N1C=CC(C2N=C(CN)NC=2)=CC=1. Given the product [OH:1][C:2]1[CH:22]=[C:21]([OH:23])[CH:20]=[CH:19][C:3]=1[C:4]([NH:6][CH2:7][C:8]1[O:33][CH:10]=[C:11]([C:13]2[CH:18]=[CH:17][N:16]=[CH:15][CH:14]=2)[N:12]=1)=[O:5], predict the reactants needed to synthesize it.